This data is from Full USPTO retrosynthesis dataset with 1.9M reactions from patents (1976-2016). The task is: Predict the reactants needed to synthesize the given product. (1) Given the product [CH3:1][O:2][C:3](=[O:22])[CH:4]([O:20][CH3:21])[CH2:5][C:6]1[CH:11]=[CH:10][CH:9]=[C:8]([O:12][CH2:13][C:14]2[CH:19]=[CH:18][CH:17]=[CH:16][CH:15]=2)[CH:7]=1, predict the reactants needed to synthesize it. The reactants are: [CH3:1][O:2][C:3](=[O:22])[C:4]([O:20][CH3:21])=[CH:5][C:6]1[CH:11]=[CH:10][CH:9]=[C:8]([O:12][CH2:13][C:14]2[CH:19]=[CH:18][CH:17]=[CH:16][CH:15]=2)[CH:7]=1. (2) The reactants are: C([N:14]1[CH2:17][CH:16]([O:18][CH:19]([C:30]2[CH:35]=[CH:34][C:33]([F:36])=[CH:32][CH:31]=2)[C:20]2[CH:25]=[CH:24][CH:23]=[CH:22][C:21]=2[C:26]([F:29])([F:28])[F:27])[CH2:15]1)(C1C=CC=CC=1)C1C=CC=CC=1.Cl.[Cl:38]C1C=CC=CC=1C(OC1CNC1)C1C=CC(Cl)=CC=1. Given the product [ClH:38].[F:29][C:26]([F:27])([F:28])[C:21]1[CH:22]=[CH:23][CH:24]=[CH:25][C:20]=1[CH:19]([O:18][CH:16]1[CH2:17][NH:14][CH2:15]1)[C:30]1[CH:35]=[CH:34][C:33]([F:36])=[CH:32][CH:31]=1, predict the reactants needed to synthesize it.